This data is from Reaction yield outcomes from USPTO patents with 853,638 reactions. The task is: Predict the reaction yield, written as a fraction of the theoretical maximum amount of product (1.0 means a 100% yield; for example, 0.34 means a 34% yield). (1) The reactants are [NH2:1][C:2]1[N:7]=[C:6]([NH:8][C:9]2[CH:14]=[CH:13][C:12]([NH:15][C:16]([C:18]3[CH:23]=[CH:22][C:21]([N+:24]([O-])=O)=[CH:20][N:19]=3)=[O:17])=[CH:11][CH:10]=2)[CH:5]=[C:4]([CH3:27])[N:3]=1. The catalyst is [Pd].CO.C1COCC1. The product is [NH2:24][C:21]1[CH:22]=[CH:23][C:18]([C:16]([NH:15][C:12]2[CH:11]=[CH:10][C:9]([NH:8][C:6]3[CH:5]=[C:4]([CH3:27])[N:3]=[C:2]([NH2:1])[N:7]=3)=[CH:14][CH:13]=2)=[O:17])=[N:19][CH:20]=1. The yield is 0.960. (2) The reactants are [CH:1]1[C:2]([C:10]([O:12][CH2:13][CH3:14])=[O:11])=[CH:3][N:4]2[C:9]=1[CH:8]=[CH:7][CH:6]=[CH:5]2.F[B-](F)(F)F.C1(P(C2CCCC2)C2CCCC2)CCCC1.C([O-])([O-])=O.[Cs+].[Cs+].Cl[C:43]1[CH:48]=[CH:47][N:46]=[CH:45][CH:44]=1. The catalyst is CC([O-])=O.CC([O-])=O.[Pd+2].C1(C)C=CC=CC=1. The product is [N:46]1[CH:47]=[CH:48][C:43]([C:3]2[N:4]3[C:9]([CH:8]=[CH:7][CH:6]=[CH:5]3)=[CH:1][C:2]=2[C:10]([O:12][CH2:13][CH3:14])=[O:11])=[CH:44][CH:45]=1. The yield is 0.710. (3) The reactants are Br[C:2]1[S:3][CH:4]=[C:5]([Br:7])[N:6]=1.Cl.[NH:9]1[CH2:12][CH:11]([OH:13])[CH2:10]1.C(=O)([O-])[O-].[Cs+].[Cs+]. The catalyst is C(#N)C. The product is [Br:7][C:5]1[N:6]=[C:2]([N:9]2[CH2:12][CH:11]([OH:13])[CH2:10]2)[S:3][CH:4]=1. The yield is 0.530. (4) The reactants are [CH2:1]([CH:9]([CH2:49][CH2:50][CH2:51][CH2:52][CH2:53][CH2:54][CH2:55][CH2:56][CH2:57][CH3:58])[CH2:10][O:11][C:12]1[C:13]2[C:21]([CH:22]=[C:23]3[CH:27]=[CH:26][S:25][C:24]=13)=[C:20]([O:28][CH2:29][CH:30]([CH2:41][CH2:42][CH2:43][CH2:44][CH2:45][CH2:46][CH2:47][CH3:48])[CH2:31][CH2:32][CH2:33][CH2:34][CH2:35][CH2:36][CH2:37][CH2:38][CH2:39][CH3:40])[C:16]1[S:17][CH:18]=[CH:19][C:15]=1[CH:14]=2)[CH2:2][CH2:3][CH2:4][CH2:5][CH2:6][CH2:7][CH3:8].C([Li])CCC.[CH3:64][Sn:65](Cl)([CH3:67])[CH3:66].O. The yield is 0.860. The product is [CH3:64][Sn:65]([CH3:67])([CH3:66])[C:26]1[S:25][C:24]2[C:12]([O:11][CH2:10][CH:9]([CH2:1][CH2:2][CH2:3][CH2:4][CH2:5][CH2:6][CH2:7][CH3:8])[CH2:49][CH2:50][CH2:51][CH2:52][CH2:53][CH2:54][CH2:55][CH2:56][CH2:57][CH3:58])=[C:13]3[C:21](=[CH:22][C:23]=2[CH:27]=1)[C:20]([O:28][CH2:29][CH:30]([CH2:41][CH2:42][CH2:43][CH2:44][CH2:45][CH2:46][CH2:47][CH3:48])[CH2:31][CH2:32][CH2:33][CH2:34][CH2:35][CH2:36][CH2:37][CH2:38][CH2:39][CH3:40])=[C:16]1[S:17][C:18]([Sn:65]([CH3:67])([CH3:66])[CH3:64])=[CH:19][C:15]1=[CH:14]3. The catalyst is C1COCC1. (5) The reactants are N#N.[CH:3](O)=[O:4].CC(OC(C)=O)=O.[NH2:13][CH:14]([C:20]#[N:21])[C:15]([O:17][CH2:18][CH3:19])=[O:16]. The catalyst is C1COCC1. The product is [C:20]([CH:14]([NH:13][CH:3]=[O:4])[C:15]([O:17][CH2:18][CH3:19])=[O:16])#[N:21]. The yield is 0.700. (6) The reactants are ClC1C=CC([C@@H]2CCN(C(OC(C)(C)C)=O)C[C@H]2C(OC)=O)=CC=1.[F:25][C:26]1[CH:31]=[CH:30][C:29]([C@H:32]2[C@H:37]([C:38](OCC)=[O:39])[CH2:36][CH2:35][N:34]([C:43]([O:45][C:46]([CH3:49])([CH3:48])[CH3:47])=[O:44])[CH2:33]2)=[CH:28][CH:27]=1. No catalyst specified. The product is [F:25][C:26]1[CH:27]=[CH:28][C:29]([C@H:32]2[C@H:37]([CH2:38][OH:39])[CH2:36][CH2:35][N:34]([C:43]([O:45][C:46]([CH3:49])([CH3:48])[CH3:47])=[O:44])[CH2:33]2)=[CH:30][CH:31]=1. The yield is 0.720. (7) The reactants are [Cl:1][C:2]1[C:7]([F:8])=[CH:6][CH:5]=[C:4]([Cl:9])[C:3]=1[CH:10]([O:12][C:13]1[C:14]([NH2:19])=[N:15][CH:16]=[CH:17][CH:18]=1)[CH3:11].[I:20]N1C(=O)CCC1=O. The catalyst is C(#N)C.C(O)(=O)C. The product is [Cl:1][C:2]1[C:7]([F:8])=[CH:6][CH:5]=[C:4]([Cl:9])[C:3]=1[CH:10]([O:12][C:13]1[C:14]([NH2:19])=[N:15][CH:16]=[C:17]([I:20])[CH:18]=1)[CH3:11]. The yield is 0.500. (8) The reactants are [CH3:1][C:2]([O:5][C:6]([NH:8][C@H:9]([C:18]([OH:20])=O)[CH2:10][C:11]1[CH:16]=[CH:15][C:14]([Br:17])=[CH:13][CH:12]=1)=[O:7])([CH3:4])[CH3:3].[NH2:21][C@@H:22]([CH2:26][CH:27]([CH3:29])[CH3:28])[C:23]([NH2:25])=[O:24].C(Cl)CCl.C1C=CC2N(O)N=NC=2C=1.CN1CCOCC1. The catalyst is ClCCl. The product is [C:23]([C@@H:22]([NH:21][C:18](=[O:20])[C@@H:9]([NH:8][C:6]([O:5][C:2]([CH3:1])([CH3:3])[CH3:4])=[O:7])[CH2:10][C:11]1[CH:12]=[CH:13][C:14]([Br:17])=[CH:15][CH:16]=1)[CH2:26][CH:27]([CH3:29])[CH3:28])(=[O:24])[NH2:25]. The yield is 0.940. (9) The reactants are O[Li].O.C[O:5][C:6]([C:8]1[CH:9]=[C:10]([O:14][NH2:15])[CH:11]=[CH:12][CH:13]=1)=[O:7].C1COCC1.CO.O.Cl. The catalyst is O. The product is [C:6]([C:8]1[CH:9]=[C:10]([O:14][NH2:15])[CH:11]=[CH:12][CH:13]=1)([OH:7])=[O:5]. The yield is 0.950. (10) The reactants are [C:1]([C:3]1[CH:8]=[CH:7][C:6]([N:9]2[C@H:13]3[CH2:14][CH2:15][CH2:16][CH2:17][C@@H:12]3[N:11]([C:18]3[CH:26]=[CH:25][C:21]([C:22](O)=[O:23])=[C:20]([F:27])[CH:19]=3)[C:10]2=[O:28])=[CH:5][C:4]=1[C:29]([F:32])([F:31])[F:30])#[N:2].[NH2:33][CH:34]([CH2:37][OH:38])[CH2:35][OH:36]. No catalyst specified. The product is [C:1]([C:3]1[CH:8]=[CH:7][C:6]([N:9]2[C@H:13]3[CH2:14][CH2:15][CH2:16][CH2:17][C@@H:12]3[N:11]([C:18]3[CH:26]=[CH:25][C:21]([C:22]([NH:33][CH:34]([CH2:37][OH:38])[CH2:35][OH:36])=[O:23])=[C:20]([F:27])[CH:19]=3)[C:10]2=[O:28])=[CH:5][C:4]=1[C:29]([F:31])([F:32])[F:30])#[N:2]. The yield is 0.130.